From a dataset of Reaction yield outcomes from USPTO patents with 853,638 reactions. Predict the reaction yield, written as a fraction of the theoretical maximum amount of product (1.0 means a 100% yield; for example, 0.34 means a 34% yield). (1) The reactants are [F:1][C:2]1[CH:10]=[CH:9][C:5]([C:6]([OH:8])=O)=[CH:4][C:3]=1[N+:11]([O-:13])=[O:12].C1C=CC2N([OH:23])N=NC=2C=1.CCN=C=[N:28][CH2:29][CH2:30][CH2:31][N:32]([CH3:34])[CH3:33].Cl.CCN([CH:42]([CH3:44])C)C(C)C. The catalyst is C(Cl)Cl.O. The product is [F:1][C:2]1[CH:10]=[CH:9][C:5]([C:6]([NH:28][CH2:29][CH2:30][CH2:31][N:32]2[CH2:33][CH2:44][CH2:42][C:34]2=[O:23])=[O:8])=[CH:4][C:3]=1[N+:11]([O-:13])=[O:12]. The yield is 0.900. (2) The reactants are [CH2:1]([O:3][C:4](=[O:24])[CH:5]([NH:14][C:15]1[CH:20]=[CH:19][CH:18]=[C:17]([N+:21]([O-:23])=[O:22])[CH:16]=1)[C:6](=NNC(OC)=O)[CH3:7])[CH3:2].O.C(OCC)(=[O:28])C. The catalyst is CC(C)=O.[Cl-].[Cl-].[Cl-].[Ti+3]. The product is [CH2:1]([O:3][C:4](=[O:24])[CH:5]([NH:14][C:15]1[CH:20]=[CH:19][CH:18]=[C:17]([N+:21]([O-:23])=[O:22])[CH:16]=1)[C:6](=[O:28])[CH3:7])[CH3:2]. The yield is 0.950. (3) The reactants are Cl[S:2]([C:5]1[CH:9]=[CH:8][S:7][C:6]=1[CH2:10]/[CH:11]=[CH:12]/[C:13]1[CH:18]=[CH:17][C:16]2[O:19][CH2:20][O:21][C:15]=2[CH:14]=1)(=[O:4])=[O:3].[NH2:22][C:23]1[O:27][N:26]=[C:25]([CH3:28])[C:24]=1[Br:29]. No catalyst specified. The product is [Br:29][C:24]1[C:25]([CH3:28])=[N:26][O:27][C:23]=1[NH:22][S:2]([C:5]1[CH:9]=[CH:8][S:7][C:6]=1[CH2:10]/[CH:11]=[CH:12]/[C:13]1[CH:18]=[CH:17][C:16]2[O:19][CH2:20][O:21][C:15]=2[CH:14]=1)(=[O:4])=[O:3]. The yield is 0.330. (4) The reactants are I[C:2]1[CH:7]=[C:6]([C:8]([F:11])([F:10])[F:9])[CH:5]=[C:4]([O:12][CH2:13][CH2:14][O:15][CH3:16])[CH:3]=1.[CH3:17][C:18]1([CH3:34])[C:22]([CH3:24])([CH3:23])[O:21][B:20]([B:20]2[O:21][C:22]([CH3:24])([CH3:23])[C:18]([CH3:34])([CH3:17])[O:19]2)[O:19]1.C([O-])(=O)C.[K+]. The catalyst is O1CCOCC1.O.C1C=CC(P(C2C=CC=CC=2)[C-]2C=CC=C2)=CC=1.C1C=CC(P(C2C=CC=CC=2)[C-]2C=CC=C2)=CC=1.Cl[Pd]Cl.[Fe+2]. The product is [CH3:16][O:15][CH2:14][CH2:13][O:12][C:4]1[CH:3]=[C:2]([B:20]2[O:21][C:22]([CH3:24])([CH3:23])[C:18]([CH3:34])([CH3:17])[O:19]2)[CH:7]=[C:6]([C:8]([F:11])([F:10])[F:9])[CH:5]=1. The yield is 0.710. (5) The product is [Br:1][C:2]1[C:10]2[C:9](=[O:11])[N:8]([CH2:19][CH2:18][C:13]3[CH:14]=[CH:15][CH:16]=[CH:17][N:12]=3)[N:7]=[CH:6][C:5]=2[S:4][CH:3]=1. No catalyst specified. The reactants are [Br:1][C:2]1[C:10]2[C:9](=[O:11])[NH:8][N:7]=[CH:6][C:5]=2[S:4][CH:3]=1.[N:12]1[CH:17]=[CH:16][CH:15]=[CH:14][C:13]=1[CH2:18][CH2:19]O. The yield is 0.763. (6) The yield is 0.890. The product is [CH3:1][O:2][C:3]1[C:4]([CH3:31])=[C:5]([C:22]([O:29][CH3:30])=[C:23]([O:27][CH3:28])[C:24]=1[O:25][CH3:26])[CH2:6][C:7]1[CH:15]=[CH:14][C:10]([C:11]([N:32]2[CH2:37][CH2:36][CH2:35][CH2:34][CH2:33]2)=[O:13])=[C:9]([C:16]2[CH:17]=[N:18][CH:19]=[CH:20][CH:21]=2)[CH:8]=1. The catalyst is CN(C)C1C=CN=CC=1.C(Cl)Cl. The reactants are [CH3:1][O:2][C:3]1[C:4]([CH3:31])=[C:5]([C:22]([O:29][CH3:30])=[C:23]([O:27][CH3:28])[C:24]=1[O:25][CH3:26])[CH2:6][C:7]1[CH:15]=[CH:14][C:10]([C:11]([OH:13])=O)=[C:9]([C:16]2[CH:17]=[N:18][CH:19]=[CH:20][CH:21]=2)[CH:8]=1.[NH:32]1[CH2:37][CH2:36][CH2:35][CH2:34][CH2:33]1.CCN=C=NCCCN(C)C.Cl.